Dataset: Forward reaction prediction with 1.9M reactions from USPTO patents (1976-2016). Task: Predict the product of the given reaction. Given the reactants Cl.[CH:2]1([CH2:5][O:6][C:7]2[CH:12]=[C:11]([F:13])[C:10]([O:14][CH3:15])=[CH:9][C:8]=2[C:16]2[C:17]3[NH:24][C:23]([CH3:25])=[C:22]([C:26]([NH:28][CH:29]4[CH2:34][CH2:33][NH:32][CH2:31][CH2:30]4)=[O:27])[C:18]=3[N:19]=[CH:20][N:21]=2)[CH2:4][CH2:3]1.[C:35](Cl)(=[O:38])[CH2:36][CH3:37], predict the reaction product. The product is: [CH:2]1([CH2:5][O:6][C:7]2[CH:12]=[C:11]([F:13])[C:10]([O:14][CH3:15])=[CH:9][C:8]=2[C:16]2[C:17]3[NH:24][C:23]([CH3:25])=[C:22]([C:26]([NH:28][CH:29]4[CH2:30][CH2:31][N:32]([C:35](=[O:38])[CH2:36][CH3:37])[CH2:33][CH2:34]4)=[O:27])[C:18]=3[N:19]=[CH:20][N:21]=2)[CH2:4][CH2:3]1.